From a dataset of Forward reaction prediction with 1.9M reactions from USPTO patents (1976-2016). Predict the product of the given reaction. (1) Given the reactants [F:1][C:2]1[CH:3]=[CH:4][C:5]([N+:25]([O-:27])=[O:26])=[C:6]([CH:24]=1)[O:7][C@@H:8]1[CH2:12][O:11][C@@H:10]2[C@@H:13](OS(C(F)(F)F)(=O)=O)[CH2:14][O:15][C@H:9]12.C(#N)C, predict the reaction product. The product is: [F:1][C:2]1[CH:3]=[CH:4][C:5]([N+:25]([O-:27])=[O:26])=[C:6]([CH:24]=1)[O:7][C@H:8]1[C@H:9]2[O:15][CH2:14][CH2:13][C@H:10]2[O:11][CH2:12]1. (2) Given the reactants [CH2:1]([O:3][C:4](=[O:28])[CH2:5][CH2:6][NH:7][C:8]1[CH:13]=[CH:12][C:11]([C:14]([N:16]2[CH2:22][C:21]3([CH3:24])[CH2:23][CH:17]2[CH2:18][C:19]([CH3:26])([CH3:25])[CH2:20]3)=[O:15])=[CH:10][C:9]=1[NH2:27])[CH3:2].C(=O)C.CN1C(=O)[CH2:36][CH2:35][CH2:34]1, predict the reaction product. The product is: [CH2:1]([O:3][C:4](=[O:28])[CH2:5][CH2:6][N:7]1[C:8]2[CH:13]=[CH:12][C:11]([C:14]([N:16]3[CH2:22][C:21]4([CH3:24])[CH2:23][CH:17]3[CH2:18][C:19]([CH3:26])([CH3:25])[CH2:20]4)=[O:15])=[CH:10][C:9]=2[N:27]=[C:34]1[CH2:35][CH3:36])[CH3:2]. (3) Given the reactants [CH3:1][O:2][C:3]1[CH:8]=[CH:7][CH:6]=[C:5]([O:9][CH3:10])[C:4]=1[CH:11]1[NH:16][C:15](=[O:17])[CH2:14][CH2:13][CH2:12]1.Br[CH2:19][C:20]1[CH:25]=[C:24]([O:26][CH:27]([F:29])[F:28])[CH:23]=[CH:22][N:21]=1, predict the reaction product. The product is: [F:29][CH:27]([F:28])[O:26][C:24]1[CH:23]=[CH:22][N:21]=[C:20]([CH2:19][N:16]2[CH:11]([C:4]3[C:5]([O:9][CH3:10])=[CH:6][CH:7]=[CH:8][C:3]=3[O:2][CH3:1])[CH2:12][CH2:13][CH2:14][C:15]2=[O:17])[CH:25]=1. (4) Given the reactants [CH3:1][O:2][C:3]([C:5]1[C:14]2[CH2:13][CH2:12][CH2:11][CH2:10][C:9]=2[CH:8]=[CH:7][C:6]=1[N:15]=C(C1C=CC=CC=1)C1C=CC=CC=1)=[O:4].Cl, predict the reaction product. The product is: [CH3:1][O:2][C:3]([C:5]1[C:14]2[CH2:13][CH2:12][CH2:11][CH2:10][C:9]=2[CH:8]=[CH:7][C:6]=1[NH2:15])=[O:4]. (5) Given the reactants [CH3:1][N:2]([CH3:23])[CH2:3][CH2:4][O:5][C:6]1[CH:11]=[C:10]([C:12]([O:14]C)=[O:13])[CH:9]=[CH:8][C:7]=1[C:16]1[CH:21]=[CH:20][C:19]([F:22])=[CH:18][CH:17]=1.Cl.CN(C)CCCl, predict the reaction product. The product is: [CH3:1][N:2]([CH3:23])[CH2:3][CH2:4][O:5][C:6]1[CH:11]=[C:10]([C:12]([OH:14])=[O:13])[CH:9]=[CH:8][C:7]=1[C:16]1[CH:17]=[CH:18][C:19]([F:22])=[CH:20][CH:21]=1. (6) The product is: [Cl:23][C:24]1[S:28][C:27]([CH2:21][C:20]([OH:19])=[O:34])=[CH:26][CH:25]=1. Given the reactants [H-].[Na+].CN(C(P(=O)([O:19][CH2:20][CH3:21])OCC)P(=O)(OCC)OCC)C.[Cl:23][C:24]1[S:28][C:27](C=O)=[CH:26][CH:25]=1.C1C[O:34]CC1, predict the reaction product. (7) Given the reactants CN(C)C(N(C)C)=N.[CH3:9][O:10][C:11]1[CH:38]=[CH:37][C:14]([CH2:15][O:16][C:17]2[CH:22]=[CH:21][C:20](/[CH:23]=[CH:24]/[C:25]([O:27][CH2:28][C:29]3[CH:34]=[CH:33][C:32]([O:35][CH3:36])=[CH:31][CH:30]=3)=[O:26])=[CH:19][CH:18]=2)=[CH:13][CH:12]=1.[N+:39]([CH3:42])([O-:41])=[O:40], predict the reaction product. The product is: [CH3:9][O:10][C:11]1[CH:12]=[CH:13][C:14]([CH2:15][O:16][C:17]2[CH:18]=[CH:19][C:20]([CH:23]([CH2:42][N+:39]([O-:41])=[O:40])[CH2:24][C:25]([O:27][CH2:28][C:29]3[CH:30]=[CH:31][C:32]([O:35][CH3:36])=[CH:33][CH:34]=3)=[O:26])=[CH:21][CH:22]=2)=[CH:37][CH:38]=1.